Dataset: Full USPTO retrosynthesis dataset with 1.9M reactions from patents (1976-2016). Task: Predict the reactants needed to synthesize the given product. (1) Given the product [CH3:25][C:21]1[N:20]=[C:19]([NH:17][C:14]2[N:15]=[CH:16][C:7]([C:3]3[CH:2]=[N:1][CH:6]=[CH:5][CH:4]=3)=[C:8]3[C:13]=2[N:12]=[CH:11][CH:10]=[CH:9]3)[CH:24]=[CH:23][CH:22]=1, predict the reactants needed to synthesize it. The reactants are: [N:1]1[CH:6]=[CH:5][CH:4]=[C:3]([C:7]2[CH:16]=[N:15][C:14]([NH2:17])=[C:13]3[C:8]=2[CH:9]=[CH:10][CH:11]=[N:12]3)[CH:2]=1.Br[C:19]1[CH:24]=[CH:23][CH:22]=[C:21]([CH3:25])[N:20]=1.C1(P(C2C=CC=CC=2)C2C3OC4C(=CC=CC=4P(C4C=CC=CC=4)C4C=CC=CC=4)C(C)(C)C=3C=CC=2)C=CC=CC=1.C(=O)([O-])[O-].[Cs+].[Cs+]. (2) The reactants are: [Cl:1][C:2]1[CH:7]=[C:6]2[NH:8][C:9](=[O:31])[C:10]3([CH:15]([C:16]4[CH:21]=[CH:20][C:19]([Cl:22])=[CH:18][CH:17]=4)[CH2:14][C:13](=O)[NH:12][CH:11]3[C:24]3[CH:29]=[CH:28][CH:27]=[C:26]([F:30])[CH:25]=3)[C:5]2=[CH:4][CH:3]=1.[BH4-].[Na+]. Given the product [Cl:1][C:2]1[CH:7]=[C:6]2[NH:8][C:9](=[O:31])[C:10]3([CH:15]([C:16]4[CH:17]=[CH:18][C:19]([Cl:22])=[CH:20][CH:21]=4)[CH2:14][CH2:13][NH:12][CH:11]3[C:24]3[CH:29]=[CH:28][CH:27]=[C:26]([F:30])[CH:25]=3)[C:5]2=[CH:4][CH:3]=1, predict the reactants needed to synthesize it.